Dataset: Reaction yield outcomes from USPTO patents with 853,638 reactions. Task: Predict the reaction yield, written as a fraction of the theoretical maximum amount of product (1.0 means a 100% yield; for example, 0.34 means a 34% yield). The reactants are CS([O:5][CH2:6][CH2:7][CH2:8][C:9]1[O:13][N:12]=[C:11]([C:14]2[CH:19]=[CH:18][C:17]([C:20]([F:23])([F:22])[F:21])=[CH:16][CH:15]=2)[CH:10]=1)(=O)=O.[I-].[Na+].O[C:27]1[CH:36]=[CH:35][C:30]([C:31]([O:33]C)=[O:32])=[CH:29][CH:28]=1.C(=O)([O-])[O-].[K+].[K+].Cl. The catalyst is CN(C)C=O. The product is [F:21][C:20]([F:23])([F:22])[C:17]1[CH:18]=[CH:19][C:14]([C:11]2[CH:10]=[C:9]([CH2:8][CH2:7][CH2:6][O:5][C:27]3[CH:36]=[CH:35][C:30]([C:31]([OH:33])=[O:32])=[CH:29][CH:28]=3)[O:13][N:12]=2)=[CH:15][CH:16]=1. The yield is 0.720.